From a dataset of Full USPTO retrosynthesis dataset with 1.9M reactions from patents (1976-2016). Predict the reactants needed to synthesize the given product. (1) Given the product [OH:39][C:38]1[C:37]([CH3:40])=[CH:36][C:33]([CH2:34][NH:1][C:2]2[NH:6][N:5]=[C:4]([NH:7][C:8]3[CH:9]=[CH:10][C:11]([NH:14][C:15](=[O:26])[C:16]4[CH:17]=[CH:18][C:19]([C:22]([F:24])([F:25])[F:23])=[CH:20][CH:21]=4)=[CH:12][CH:13]=3)[C:3]=2[C:27]([NH2:29])=[O:28])=[CH:32][C:31]=1[CH3:30], predict the reactants needed to synthesize it. The reactants are: [NH2:1][C:2]1[NH:6][N:5]=[C:4]([NH:7][C:8]2[CH:13]=[CH:12][C:11]([NH:14][C:15](=[O:26])[C:16]3[CH:21]=[CH:20][C:19]([C:22]([F:25])([F:24])[F:23])=[CH:18][CH:17]=3)=[CH:10][CH:9]=2)[C:3]=1[C:27]([NH2:29])=[O:28].[CH3:30][C:31]1[CH:32]=[C:33]([CH:36]=[C:37]([CH3:40])[C:38]=1[OH:39])[CH:34]=O.CN(C=O)C.[BH4-].[Na+]. (2) Given the product [CH2:1]([O:8][N:9]1[C:14]2=[N:15][CH:16]=[N:17][CH:18]=[C:13]2[C:12]([OH:19])=[N:11][C:10]1=[O:29])[C:2]1[CH:7]=[CH:6][CH:5]=[CH:4][CH:3]=1, predict the reactants needed to synthesize it. The reactants are: [CH2:1]([O:8][N:9]1[C:14]2=[N:15][CH:16]=[N:17][CH:18]=[C:13]2[C:12](=[O:19])[N:11](CC2C=CC(OC)=CC=2)[C:10]1=[O:29])[C:2]1[CH:7]=[CH:6][CH:5]=[CH:4][CH:3]=1.O=[N+]([O-])[O-].[O-][N+](=O)[O-].[O-][N+](=O)[O-].[O-][N+](=O)[O-].[O-][N+](=O)[O-].[O-][N+](=O)[O-].[Ce+4].[NH4+].[NH4+].C(OCC)(=O)C. (3) Given the product [CH2:46]([O:45][C:44](=[O:48])[CH2:54][CH:21]([C:22]1[CH:31]=[N:30][C:29]2[C:24](=[CH:25][CH:26]=[CH:27][CH:28]=2)[N:23]=1)[CH:20]=[CH:19][CH2:18][CH2:17][CH2:16][CH2:15][C:13]1[CH:12]=[CH:11][CH:10]=[C:9]([NH:8][CH2:7][C:6]2[CH:33]=[CH:34][C:3]([O:2][CH3:1])=[CH:4][CH:5]=2)[N:14]=1)[CH3:47], predict the reactants needed to synthesize it. The reactants are: [CH3:1][O:2][C:3]1[CH:34]=[CH:33][C:6]([CH2:7][NH:8][C:9]2[N:14]=[C:13]([CH2:15][CH2:16][CH2:17][CH2:18][CH:19](O)[CH:20]=[CH:21][C:22]3[CH:31]=[N:30][C:29]4[C:24](=[CH:25][CH:26]=[CH:27][CH:28]=4)[N:23]=3)[CH:12]=[CH:11][CH:10]=2)=[CH:5][CH:4]=1.C(O)(=O)CC.Cl.[Cl-].[Na+].O.[C:44]([CH3:54])(OCC)([O:48]CC)[O:45][CH2:46][CH3:47]. (4) Given the product [C:1]1([C:33]2[CH:34]=[CH:35][CH:36]=[CH:37][CH:38]=2)[CH:6]=[CH:5][CH:4]=[CH:3][C:2]=1[N:7]([C:49]1[CH:48]=[CH:47][C:46]([C:43]2[CH:42]=[CH:41][C:40]([Br:39])=[CH:45][CH:44]=2)=[CH:51][CH:50]=1)[C:8]1[C:20]2[C:19]3[C:14](=[CH:15][CH:16]=[CH:17][CH:18]=3)[C:13]3([C:32]4[CH:31]=[CH:30][CH:29]=[CH:28][C:27]=4[C:26]4[C:21]3=[CH:22][CH:23]=[CH:24][CH:25]=4)[C:12]=2[CH:11]=[CH:10][CH:9]=1, predict the reactants needed to synthesize it. The reactants are: [C:1]1([C:33]2[CH:38]=[CH:37][CH:36]=[CH:35][CH:34]=2)[CH:6]=[CH:5][CH:4]=[CH:3][C:2]=1[NH:7][C:8]1[C:20]2[C:19]3[C:14](=[CH:15][CH:16]=[CH:17][CH:18]=3)[C:13]3([C:32]4[CH:31]=[CH:30][CH:29]=[CH:28][C:27]=4[C:26]4[C:21]3=[CH:22][CH:23]=[CH:24][CH:25]=4)[C:12]=2[CH:11]=[CH:10][CH:9]=1.[Br:39][C:40]1[CH:45]=[CH:44][C:43]([C:46]2[CH:51]=[CH:50][C:49](Br)=[CH:48][CH:47]=2)=[CH:42][CH:41]=1.CC(C)([O-])C.[Na+]. (5) Given the product [CH2:1]([N:8]1[C@H:13]([CH2:14][CH2:15][O:16][Si:24]([C:27]([CH3:30])([CH3:29])[CH3:28])([CH3:26])[CH3:25])[CH2:12][O:11][CH:10]([CH3:17])[C:9]1=[O:18])[C:2]1[CH:3]=[CH:4][CH:5]=[CH:6][CH:7]=1, predict the reactants needed to synthesize it. The reactants are: [CH2:1]([N:8]1[C@H:13]([CH2:14][CH2:15][OH:16])[CH2:12][O:11][CH:10]([CH3:17])[C:9]1=[O:18])[C:2]1[CH:7]=[CH:6][CH:5]=[CH:4][CH:3]=1.N1C=CN=C1.[Si:24](Cl)([C:27]([CH3:30])([CH3:29])[CH3:28])([CH3:26])[CH3:25]. (6) The reactants are: Br[C:2]1[S:3][CH:4]=[C:5]([Br:7])[N:6]=1.[NH:8]1[CH2:13][CH2:12][O:11][CH2:10][CH2:9]1. Given the product [Br:7][C:5]1[N:6]=[C:2]([N:8]2[CH2:13][CH2:12][O:11][CH2:10][CH2:9]2)[S:3][CH:4]=1, predict the reactants needed to synthesize it. (7) Given the product [NH:1]1[C:5]2[CH:6]=[CH:7][CH:8]=[CH:9][C:4]=2[N:3]=[C:2]1[CH2:10][N:27]1[C:23]2[CH:22]=[C:21]([CH3:20])[C:29]([CH3:30])=[CH:28][C:24]=2[N:25]=[N:26]1, predict the reactants needed to synthesize it. The reactants are: [NH:1]1[C:5]2[CH:6]=[CH:7][CH:8]=[CH:9][C:4]=2[N:3]=[C:2]1[CH2:10]N1C2C=CC=CC=2N=N1.[CH3:20][C:21]1[C:29]([CH3:30])=[CH:28][C:24]2[NH:25][N:26]=[N:27][C:23]=2[CH:22]=1. (8) The reactants are: [CH2:1]([N:8]1[C:12]2=[N:13][C:14]3[C:19](C(N)=[C:11]2[CH2:10][CH2:9]1)=[CH:18][C:17]([Br:22])=[CH:16][CH:15]=3)[C:2]1[CH:7]=[CH:6][CH:5]=[CH:4][CH:3]=1.C(N(C(C)C)CC)(C)C.CI.[CH3:34][N:35]([CH3:38])[CH:36]=O. Given the product [CH3:34][N:35]([C:36]1[C:19]2[C:14](=[CH:15][CH:16]=[C:17]([Br:22])[CH:18]=2)[N:13]=[C:12]2[N:8]([CH2:1][C:2]3[CH:7]=[CH:6][CH:5]=[CH:4][CH:3]=3)[CH2:9][CH2:10][C:11]=12)[CH3:38], predict the reactants needed to synthesize it. (9) Given the product [Cl:1][C:2]1[CH:9]=[C:8]([N:10]2[C:14]([CH3:15])=[C:13]([O:16][CH2:19][C:20]3[CH:25]=[CH:24][C:23]([F:26])=[CH:22][CH:21]=3)[C:12]([CH3:17])=[N:11]2)[CH:7]=[CH:6][C:3]=1[C:4]#[N:5], predict the reactants needed to synthesize it. The reactants are: [Cl:1][C:2]1[CH:9]=[C:8]([N:10]2[C:14]([CH3:15])=[C:13]([OH:16])[C:12]([CH3:17])=[N:11]2)[CH:7]=[CH:6][C:3]=1[C:4]#[N:5].Br[CH2:19][C:20]1[CH:25]=[CH:24][C:23]([F:26])=[CH:22][CH:21]=1.C(=O)([O-])[O-].[K+].[K+].[Cl-].[NH4+]. (10) Given the product [CH:16]1([CH2:15][CH:14]([C:12]2[NH:11][C:8]3=[N:9][CH:10]=[C:5]([C:3]([OH:4])=[O:2])[CH:6]=[C:7]3[CH:13]=2)[C:21]2[CH:22]=[N:23][C:24]([S:27]([CH3:30])(=[O:29])=[O:28])=[CH:25][CH:26]=2)[CH2:20][CH2:19][CH2:18][CH2:17]1, predict the reactants needed to synthesize it. The reactants are: C[O:2][C:3]([C:5]1[CH:6]=[C:7]2[CH:13]=[C:12]([CH:14]([C:21]3[CH:22]=[N:23][C:24]([S:27]([CH3:30])(=[O:29])=[O:28])=[CH:25][CH:26]=3)[CH2:15][CH:16]3[CH2:20][CH2:19][CH2:18][CH2:17]3)[NH:11][C:8]2=[N:9][CH:10]=1)=[O:4].[OH-].[Na+].Cl.